From a dataset of Reaction yield outcomes from USPTO patents with 853,638 reactions. Predict the reaction yield, written as a fraction of the theoretical maximum amount of product (1.0 means a 100% yield; for example, 0.34 means a 34% yield). (1) The reactants are Cl[C:2]1[CH:3]=[C:4]([CH:18]=[C:19]([NH:21][CH:22]([CH3:24])[CH3:23])[N:20]=1)[C:5]([NH:7][CH2:8][C:9]1[C:10](=[O:17])[NH:11][C:12]([CH3:16])=[CH:13][C:14]=1[CH3:15])=[O:6].B(O)O.[C:28]([O-:31])([O-])=O.[Na+].[Na+].O1[CH2:39][CH2:38]OCC1.O. The catalyst is C1C=CC([P]([Pd]([P](C2C=CC=CC=2)(C2C=CC=CC=2)C2C=CC=CC=2)([P](C2C=CC=CC=2)(C2C=CC=CC=2)C2C=CC=CC=2)[P](C2C=CC=CC=2)(C2C=CC=CC=2)C2C=CC=CC=2)(C2C=CC=CC=2)C2C=CC=CC=2)=CC=1. The product is [CH3:15][C:14]1[CH:13]=[C:12]([CH3:16])[NH:11][C:10](=[O:17])[C:9]=1[CH2:8][NH:7][C:5](=[O:6])[C:4]1[CH:18]=[C:19]([NH:21][CH:22]([CH3:24])[CH3:23])[N:20]=[C:2]([C:39]2[CH:38]=[CH:5][C:4]([CH:28]=[O:31])=[CH:3][CH:2]=2)[CH:3]=1. The yield is 0.857. (2) The reactants are [CH2:1]1[CH2:5][O:4][CH2:3][CH2:2]1.[C:6]([O:13][CH2:14][CH3:15])(=[O:12])[C:7]([O:9]CC)=O.[CH2:16](OCC)[CH3:17]. No catalyst specified. The product is [CH:1]1([C:5](=[O:4])[CH:16]([CH3:17])[C:7](=[O:9])[C:6]([O:13][CH2:14][CH3:15])=[O:12])[CH2:2][CH2:3]1. The yield is 0.910. (3) The reactants are [Cl:1][C:2]1[CH:7]=[CH:6][C:5]([C:8]2[CH2:12][CH2:11][CH2:10][CH:9]=2)=[CH:4][N:3]=1.C1C[O:16]CC1. No catalyst specified. The product is [Cl:1][C:2]1[CH:7]=[CH:6][C:5]([CH:8]2[CH2:12][CH2:11][CH2:10][CH2:9]2)=[CH:4][N:3]=1.[Cl:1][C:2]1[N:3]=[CH:4][C:5]([C:8]2([OH:16])[CH2:12][CH2:11][CH2:10][CH2:9]2)=[CH:6][CH:7]=1. The yield is 0.290. (4) The reactants are Cl[C:2]1[C:7]([C:8]([F:11])([F:10])[F:9])=[CH:6][N:5]=[C:4]([NH:12][C:13]2[CH:18]=[CH:17][C:16]([P:19]([CH3:22])([CH3:21])=[O:20])=[CH:15][CH:14]=2)[N:3]=1.C(N(CC)CC)C.[NH2:30][N:31]1[CH2:36][CH2:35][N:34]([CH3:37])[CH2:33][CH2:32]1. The catalyst is C(O)C. The product is [CH3:21][P:19]([C:16]1[CH:17]=[CH:18][C:13]([NH:12][C:4]2[N:3]=[C:2]([NH:30][N:31]3[CH2:36][CH2:35][N:34]([CH3:37])[CH2:33][CH2:32]3)[C:7]([C:8]([F:11])([F:10])[F:9])=[CH:6][N:5]=2)=[CH:14][CH:15]=1)([CH3:22])=[O:20]. The yield is 0.340. (5) The reactants are [CH3:1][O:2][C:3](=[O:17])[CH:4]([NH:7][C:8](=[O:16])[C:9]1[CH:14]=[CH:13][CH:12]=[C:11]([Cl:15])[CH:10]=1)[CH2:5]O.BrC(Cl)(Cl)Cl.C1CCN2C(=NCCC2)CC1. The catalyst is C(Cl)Cl. The product is [CH3:1][O:2][C:3]([C:4]1[N:7]=[C:8]([C:9]2[CH:14]=[CH:13][CH:12]=[C:11]([Cl:15])[CH:10]=2)[O:16][CH:5]=1)=[O:17]. The yield is 0.590.